Dataset: Drug-target binding data from BindingDB using Ki measurements. Task: Regression. Given a target protein amino acid sequence and a drug SMILES string, predict the binding affinity score between them. We predict pKi (pKi = -log10(Ki in M); higher means stronger inhibition). Dataset: bindingdb_ki. (1) The drug is CCOc1cc(Cc2cnc(N)nc2N)cc(OCC)c1-n1cccc1. The target protein (P00378) has sequence VRSLNSIVAVCQNMGIGKDGNLPWPPLRNEYKYFQRMTSTSHVEGKQNAVIMGKKTWFSIPEKNRPLKDRINIVLSRELKEAPKGAHYLSKSLDDALALLDSPELKSKVDMVWIVGGTAVYKAAMEKPINHRLFVTRILHEFESDTFFPEIDYKDFKLLTEYPGVPADIQEEDGIQYKFEVYQKSVLAQ. The pKi is 4.3. (2) The small molecule is Cc1cc(N)nc(CCc2cncc(C3CCN(C)CC3)c2)c1. The target protein sequence is MEENTFGVQQIQPNVISVRLFKRKVGGLGFLVKERVSKPPVIISDLIRGGAAEQSGLIQAGDIILAVNDRPLVDLSYDSALEVLRGIASETHVVLILRGPEGFTTHLETTFTGDGTPKTIRVTQPLGPPTKAVDLSHQPSASKDQSLAVDRVTGLGNGPQHAQGHGQGAGSVSQANGVAIDPTMKSTKANLQDIGEHDELLKEIEPVLSILNSGSKATNRGGPAKAEMKDTGIQVDRDLDGKSHKAPPLGGDNDRVFNDLWGKDNVPVILNNPYSEKEQSPTSGKQSPTKNGSPSRCPRFLKVKNWETDVVLTDTLHLKSTLETGCTEHICMGSIMLPSQHTRKPEDVRTKDQLFPLAKEFLDQYYSSIKRFGSKAHMDRLEEVNKEIESTSTYQLKDTELIYGAKHAWRNASRCVGRIQWSKLQVFDARDCTTAHGMFNYICNHVKYATNKGNLRSAITIFPQRTDGKHDFRVWNSQLIRYAGYKQPDGSTLGDPANVQ.... The pKi is 6.2. (3) The compound is CCC[C@H](C)C(N)C(=O)O. The target protein (P00956) has sequence MSDYKSTLNLPETGFPMRGDLAKREPGMLARWTDDDLYGIIRAAKKGKKTFILHDGPPYANGSIHIGHSVNKILKDIIVKSKGLSGYDSPYVPGWDCHGLPIELKVEQEYGKPGEKFTAAEFRAKCREYAATQVDGQRKDFIRLGVLGDWSHPYLTMDFKTEANIIRALGKIIGNGHLHKGAKPVHWCVDCRSALAEAEVEYYDKTSPSIDVAFQAVDQDALKAKFAVSNVNGPISLVIWTTTPWTLPANRAISIAPDFDYALVQIDGQAVILAKDLVESVMQRIGVTDYTILGTVKGAELELLRFTHPFMGFDVPAILGDHVTLDAGTGAVHTAPGHGPDDYVIGQKYGLETANPVGPDGTYLPGTYPTLDGVNVFKANDIVVALLQEKGALLHVEKMQHSYPCCWRHKTPIIFRATPQWFVSMDQKGLRAQSLKEIKGVQWIPDWGQARIESMVANRPDWCISRQRTWGVPMSLFVHKDTEELHPRTLELMEEVAKRV.... The pKi is 4.2. (4) The drug is CN1C(=O)C(C)(C)N=C1c1ccc(C#Cc2ccccc2)cn1. The target protein sequence is MVLLLILSVLLLKEDVRGSAQSSERRVVAHMPGDIIIGALFSVHHQPTVDKVHERKCGAVREQYGIQRVEAMLHTLERINSDPTLLPNITLGCEIRDSCWHSAVALEQSIEFIRDSLISSEEEEGLVRCVDGSSSFRSKKPIVGVIGPGSSSVAIQVQNLLQLFNIPQIAYSATSMDLSDKTLFKYFMRVVPSDAQQARAMVDIVKRYNWTYVSAVHTEGNYGESGMEAFKDMSAKEGICIAHSYKIYSNAGEQSFDKLLKKLRSHLPKARVVACFCEGMTVRGLLMAMRRLGLAGEFLLLGSDGWADRYDVTDGYQREAVGGITIKLQSPDVKWFDDYYLKLRPETNLRNPWFQEFWQHRFQCRLEGFAQENSKYNKTCNSSLTLRTHHVQDSKMGFVINAIYSMAYGLHNMQMSLCPGYAGLCDAMKPIDGRKLLDSLMKTNFTGVSGDMILFDENGDSPGRYEIMNFKEMGKDYFDYINVGSWDNGELKMDDDEVWS.... The pKi is 7.4. (5) The compound is CC(=O)NCC1OC(n2ccc(=O)[nH]c2=O)CC1O. The target protein sequence is MKRARSANIPGAILHSLAELQDGLNAMIDPSWRAVRSLDNWALAITMESTELLDSYPWKWWKNLNATPDLANVRIELVDIFHFSLSGAMQMRSTPDDEIPAASLKPLKEVMTTFLPAKECTSDPYGFVFFPLTDTQNAIASFRNIIQLANAYRFDVIIECIIYAAEDLGFNLVAYYIAKHTLNCIRQLSGYKDGSYVKVNNGVEDNSLLHNCIKDVSLDEVLDADKYVQAWNSIMANVYEAFQIKESDRKDAERWFALAKENRLAIKA. The pKi is 3.0. (6) The small molecule is C[C@@H](Cn1ccc(-c2ccc(C#N)c(Cl)c2)n1)NC(=O)c1[nH]nc2c1COCC2. The target protein sequence is MEVQLGLGRVYPRPPSKTYRGAFQNLFQSVREVIQNPGPRHPEAASAAPPGASLLLLQQQQQQQQQQQQQQQQQQQQQETSPRQQQQQQGEDGSPQAHRRGPTGYLVLDEEQQPSQPQSALECHPERGCVPEPGAAVAASKGLPQQLPAPPDEDDSAAPSTLSLLGPTFPGLSSCSADLKDILSEASTMQLLQQQQQEAVSEGSSSGRAREASGAPTSSKDNYLGGTSTISDNAKELCKAVSVSMGLGVEALEHLSPGEQLRGDCMYAPLLGVPPAVRPTPCAPLAECKGSLLDDSAGKSTEDTAEYSPFKGGYTKGLEGESLGCSGSAAAGSSGTLELPSTLSLYKSGALDEAAAYQSRDYYNFPLALAGPPPPPPPPHPHARIKLENPLDYGSAWAAAAAQCRYGDLASLHGAGAAGPGSGSPSAAASSSWHTLFTAEEGQLYGPCGGGGGGGGGGGGGGGGGGGGGGGGEAGAVAPYGYTRPPQGLAGQESDFTAPD.... The pKi is 7.8.